Dataset: Forward reaction prediction with 1.9M reactions from USPTO patents (1976-2016). Task: Predict the product of the given reaction. (1) Given the reactants [Cl:1][C:2]1[CH:7]=[C:6](Cl)[CH:5]=[C:4]([Cl:9])[CH:3]=1.[CH3:10][S-:11].[Na+], predict the reaction product. The product is: [CH3:10][S:11][C:6]1[CH:7]=[C:2]([Cl:1])[CH:3]=[C:4]([Cl:9])[CH:5]=1. (2) The product is: [CH:1]1([N:4]([CH2:10][CH2:9][S:6]([CH3:5])(=[O:8])=[O:7])[C:11](=[O:12])[O:13][C:14]([CH3:17])([CH3:16])[CH3:15])[CH2:3][CH2:2]1. Given the reactants [CH:1]1([NH2:4])[CH2:3][CH2:2]1.[CH3:5][S:6]([CH:9]=[CH2:10])(=[O:8])=[O:7].[C:11](O[C:11]([O:13][C:14]([CH3:17])([CH3:16])[CH3:15])=[O:12])([O:13][C:14]([CH3:17])([CH3:16])[CH3:15])=[O:12], predict the reaction product.